From a dataset of Reaction yield outcomes from USPTO patents with 853,638 reactions. Predict the reaction yield, written as a fraction of the theoretical maximum amount of product (1.0 means a 100% yield; for example, 0.34 means a 34% yield). The catalyst is C(Cl)Cl. The reactants are [CH2:1]([C@:3]12[CH2:18][CH2:17][C:16](=[O:19])[CH2:15][C@H:4]1[CH2:5][CH2:6][CH2:7][C:8]1[CH:13]=[C:12]([OH:14])[CH:11]=[CH:10][C:9]=12)[CH3:2].[CH2:20]([C@@:22]12[CH2:37][CH2:36][C:35](=[O:38])[CH2:34][C@@H:23]1[CH2:24][CH2:25][CH2:26][C:27]1[CH:32]=[C:31]([OH:33])[CH:30]=[CH:29][C:28]=12)[CH3:21].C1C=CC(N([S:46]([C:49]([F:52])([F:51])[F:50])(=[O:48])=[O:47])[S:46]([C:49]([F:52])([F:51])[F:50])(=[O:48])=[O:47])=CC=1.CCN(C(C)C)C(C)C. The yield is 0.900. The product is [CH2:1]([C@@:3]12[CH2:18][CH2:17][C:16](=[O:19])[CH2:15][C@@H:4]1[CH2:5][CH2:6][CH2:7][C:8]1[CH:13]=[C:12]([O:14][S:46]([C:49]([F:52])([F:51])[F:50])(=[O:48])=[O:47])[CH:11]=[CH:10][C:9]2=1)[CH3:2].[CH2:20]([C@:22]12[CH2:37][CH2:36][C:35](=[O:38])[CH2:34][C@H:23]1[CH2:24][CH2:25][CH2:26][C:27]1[CH:32]=[C:31]([O:33][S:46]([C:49]([F:52])([F:51])[F:50])(=[O:48])=[O:47])[CH:30]=[CH:29][C:28]2=1)[CH3:21].